From a dataset of Full USPTO retrosynthesis dataset with 1.9M reactions from patents (1976-2016). Predict the reactants needed to synthesize the given product. (1) Given the product [NH2:5][C:4]1[N:6]=[C:18]([C:20]2[S:24][C:23]([C:25]([NH:27][CH2:28][C:29]3[CH:34]=[CH:33][CH:32]=[C:31]([O:35][CH3:36])[CH:30]=3)=[O:26])=[CH:22][CH:21]=2)[CH:17]=[CH:16][N:3]=1, predict the reactants needed to synthesize it. The reactants are: [Na].Cl.[NH2:3][C:4]([NH2:6])=[NH:5].[O-]CC.[Na+].CCO.CN(C)/[CH:16]=[CH:17]/[C:18]([C:20]1[S:24][C:23]([C:25]([NH:27][CH2:28][C:29]2[CH:34]=[CH:33][CH:32]=[C:31]([O:35][CH3:36])[CH:30]=2)=[O:26])=[CH:22][CH:21]=1)=O. (2) The reactants are: C1CCN2C(=NCCC2)CC1.[NH2:12][C:13]1[CH:14]=[C:15]([C:19]2[CH:24]=[CH:23][C:22]([C:25]([F:35])([CH3:34])[CH2:26][NH:27][S:28]([CH:31]([CH3:33])[CH3:32])(=[O:30])=[O:29])=[CH:21][CH:20]=2)[CH:16]=[CH:17][CH:18]=1.C(Cl)Cl.Cl[CH2:40][S:41](Cl)(=[O:43])=[O:42]. Given the product [NH2:12][C:13]1[CH:14]=[C:15]([C:19]2[CH:20]=[CH:21][C:22]([C:25]([F:35])([CH3:34])[CH2:26][NH:27][S:28]([CH:31]([CH3:32])[CH3:33])(=[O:30])=[O:29])=[CH:23][CH:24]=2)[CH:16]=[CH:17][CH:18]=1.[F:35][C:25]([C:22]1[CH:21]=[CH:20][C:19]([C:15]2[CH:16]=[CH:17][CH:18]=[C:13]([NH:12][S:41]([CH3:40])(=[O:43])=[O:42])[CH:14]=2)=[CH:24][CH:23]=1)([CH3:34])[CH2:26][NH:27][S:28]([CH:31]([CH3:32])[CH3:33])(=[O:30])=[O:29], predict the reactants needed to synthesize it.